This data is from Reaction yield outcomes from USPTO patents with 853,638 reactions. The task is: Predict the reaction yield, written as a fraction of the theoretical maximum amount of product (1.0 means a 100% yield; for example, 0.34 means a 34% yield). (1) The reactants are [Cl:1][C:2]1[CH:9]=[C:6]([CH:7]=[O:8])[C:5]([OH:10])=[CH:4][CH:3]=1.C([O-])([O-])=O.[K+].[K+].Br[CH2:18][CH2:19][O:20][Si:21]([C:24]([CH3:27])([CH3:26])[CH3:25])([CH3:23])[CH3:22]. The product is [C:24]([Si:21]([CH3:23])([CH3:22])[O:20][CH2:19][CH2:18][O:10][C:5]1[CH:4]=[CH:3][C:2]([Cl:1])=[CH:9][C:6]=1[CH:7]=[O:8])([CH3:27])([CH3:26])[CH3:25]. The catalyst is CN(C)C=O.C(OCC)(=O)C. The yield is 0.910. (2) The reactants are Cl[C:2]1[N:7]=[C:6]([NH:8][C:9]([C:11]2([C:14]3[CH:24]=[CH:23][C:17]4[O:18][C:19]([F:22])([F:21])[O:20][C:16]=4[CH:15]=3)[CH2:13][CH2:12]2)=[O:10])[CH:5]=[CH:4][C:3]=1[CH3:25].[OH:26][C:27]1[CH:28]=[C:29]([CH:34]=[C:35](B2OC(C)(C)C(C)(C)O2)[CH:36]=1)[C:30]([O:32][CH3:33])=[O:31].C(=O)([O-])[O-].[Na+].[Na+]. The catalyst is COCCOC.C1C=CC([P]([Pd]([P](C2C=CC=CC=2)(C2C=CC=CC=2)C2C=CC=CC=2)([P](C2C=CC=CC=2)(C2C=CC=CC=2)C2C=CC=CC=2)[P](C2C=CC=CC=2)(C2C=CC=CC=2)C2C=CC=CC=2)(C2C=CC=CC=2)C2C=CC=CC=2)=CC=1. The product is [F:21][C:19]1([F:22])[O:18][C:17]2[CH:23]=[CH:24][C:14]([C:11]3([C:9]([NH:8][C:6]4[N:7]=[C:2]([C:35]5[CH:34]=[C:29]([CH:28]=[C:27]([OH:26])[CH:36]=5)[C:30]([O:32][CH3:33])=[O:31])[C:3]([CH3:25])=[CH:4][CH:5]=4)=[O:10])[CH2:13][CH2:12]3)=[CH:15][C:16]=2[O:20]1. The yield is 0.990. (3) The reactants are [Br:1][C:2]1[CH:7]=[CH:6][C:5](F)=[C:4]([N+:9]([O-:11])=[O:10])[CH:3]=1.[NH2:12][CH2:13][CH2:14][NH:15][C:16](=[O:22])[O:17][C:18]([CH3:21])([CH3:20])[CH3:19]. The catalyst is CN(C)C=O. The product is [Br:1][C:2]1[CH:7]=[CH:6][C:5]([NH:12][CH2:13][CH2:14][NH:15][C:16](=[O:22])[O:17][C:18]([CH3:20])([CH3:19])[CH3:21])=[C:4]([N+:9]([O-:11])=[O:10])[CH:3]=1. The yield is 1.00. (4) The product is [N:1]1([C:5](=[O:36])[CH2:6][C:7]2[CH:34]=[CH:33][C:10]([CH2:11][O:12][CH2:13][C@H:14]3[CH2:16][C@@H:15]3[CH:17]3[CH2:22][CH2:21][NH:20][CH2:19][CH2:18]3)=[C:9]([F:35])[CH:8]=2)[CH2:4][CH2:3][CH2:2]1. The catalyst is [Pd].CO. The yield is 0.880. The reactants are [N:1]1([C:5](=[O:36])[CH2:6][C:7]2[CH:34]=[CH:33][C:10]([CH2:11][O:12][CH2:13][C@H:14]3[CH2:16][C@@H:15]3[CH:17]3[CH2:22][CH2:21][N:20](C(OCC4C=CC=CC=4)=O)[CH2:19][CH2:18]3)=[C:9]([F:35])[CH:8]=2)[CH2:4][CH2:3][CH2:2]1.[H][H]. (5) The reactants are [O:1]([C:8]1[CH:9]=[C:10]([N:14]([CH2:22][C:23]2[CH:24]=[C:25]([CH:30]=[CH:31][CH:32]=2)[C:26](OC)=[O:27])[CH2:15][CH:16]([OH:21])[C:17]([F:20])([F:19])[F:18])[CH:11]=[CH:12][CH:13]=1)[C:2]1[CH:7]=[CH:6][CH:5]=[CH:4][CH:3]=1.Cl.[CH3:34][NH:35][O:36][CH3:37].C([Mg]Cl)(C)C. The catalyst is O1CCCC1. The product is [CH3:37][O:36][N:35]([CH3:34])[C:26](=[O:27])[C:25]1[CH:30]=[CH:31][CH:32]=[C:23]([CH2:22][N:14]([C:10]2[CH:11]=[CH:12][CH:13]=[C:8]([O:1][C:2]3[CH:3]=[CH:4][CH:5]=[CH:6][CH:7]=3)[CH:9]=2)[CH2:15][CH:16]([OH:21])[C:17]([F:20])([F:18])[F:19])[CH:24]=1. The yield is 0.660. (6) The reactants are [Cl:1][C:2]1[CH:10]=[C:9]2[C:5]([C:6]3([C@@H:15]([C:16]4[CH:21]=[CH:20][CH:19]=[C:18]([Cl:22])[C:17]=4[F:23])[C@H:14]([C:24]([NH:26][C@H:27]4[CH2:32][CH2:31][C@H:30]([OH:33])[CH2:29][CH2:28]4)=[O:25])[N:13]([C@H](C4C=CC=CC=4)[C@@H](O)C4C=CC=CC=4)[C:12]43[CH2:53][CH2:52][C:51]([CH3:55])([CH3:54])[CH2:50][CH2:49]4)[C:7](=[O:11])[NH:8]2)=[CH:4][CH:3]=1.[N+]([O-])([O-])=O.[NH4+].[NH4+].[Ce+4].[N+]([O-])([O-])=O.[N+]([O-])([O-])=O.[N+]([O-])([O-])=O.[N+]([O-])([O-])=O.[N+]([O-])([O-])=O.C(=O)([O-])[O-].[K+].[K+]. The catalyst is C(#N)C.O. The product is [Cl:1][C:2]1[CH:10]=[C:9]2[C:5]([C@@:6]3([C@@H:15]([C:16]4[CH:21]=[CH:20][CH:19]=[C:18]([Cl:22])[C:17]=4[F:23])[C@H:14]([C:24]([NH:26][C@H:27]4[CH2:32][CH2:31][C@H:30]([OH:33])[CH2:29][CH2:28]4)=[O:25])[NH:13][C:12]43[CH2:49][CH2:50][C:51]([CH3:55])([CH3:54])[CH2:52][CH2:53]4)[C:7](=[O:11])[NH:8]2)=[CH:4][CH:3]=1. The yield is 0.530.